From a dataset of Full USPTO retrosynthesis dataset with 1.9M reactions from patents (1976-2016). Predict the reactants needed to synthesize the given product. (1) Given the product [F:30][C:27]1[CH:26]=[CH:25][C:24]([O:23][CH2:22][CH2:21][CH2:20][N:13]2[C:14]3[CH:19]=[CH:18][CH:17]=[CH:16][C:15]=3[N:11]([CH2:10][C:6]3[CH:5]=[C:4]([CH:9]=[CH:8][CH:7]=3)[C:3]([OH:32])=[O:2])[C:12]2=[NH:31])=[CH:29][CH:28]=1, predict the reactants needed to synthesize it. The reactants are: C[O:2][C:3](=[O:32])[C:4]1[CH:9]=[CH:8][CH:7]=[C:6]([CH2:10][N:11]2[C:15]3[CH:16]=[CH:17][CH:18]=[CH:19][C:14]=3[N:13]([CH2:20][CH2:21][CH2:22][O:23][C:24]3[CH:29]=[CH:28][C:27]([F:30])=[CH:26][CH:25]=3)[C:12]2=[NH:31])[CH:5]=1.[OH-].[Na+]. (2) Given the product [C:1]([O:4][CH:5]1[C:6]([OH:38])([CH3:37])[CH2:7][CH2:8][CH:9]([OH:36])[CH2:10][C:11]([O:13][CH:14](/[C:19](/[CH3:35])=[CH:20]/[CH:21]=[CH:22]/[CH:23]([CH3:34])[CH2:24][CH:25]2[O:33][CH:26]2[CH:27]([CH3:32])[CH:28]([O:31][S:48]([C:51]2[CH:57]=[CH:56][C:54]([CH3:55])=[CH:53][CH:52]=2)(=[O:50])=[O:49])[CH2:29][CH3:30])[CH:15]([CH3:18])[CH:16]=[CH:17]1)=[O:12])(=[O:3])[CH3:2], predict the reactants needed to synthesize it. The reactants are: [C:1]([O:4][CH:5]1[C:6]([OH:38])([CH3:37])[CH2:7][CH2:8][CH:9]([OH:36])[CH2:10][C:11]([O:13][CH:14](/[C:19](/[CH3:35])=[CH:20]/[CH:21]=[CH:22]/[CH:23]([CH3:34])[CH2:24][CH:25]2[O:33][CH:26]2[CH:27]([CH3:32])[CH:28]([OH:31])[CH2:29][CH3:30])[CH:15]([CH3:18])[CH:16]=[CH:17]1)=[O:12])(=[O:3])[CH3:2].CN(C1C=CC=CN=1)C.[S:48](Cl)([C:51]1[CH:57]=[CH:56][C:54]([CH3:55])=[CH:53][CH:52]=1)(=[O:50])=[O:49]. (3) Given the product [Cl:9][C:6]1[N:5]=[C:4]([NH2:10])[N:3]=[C:2]([NH:11][CH2:12][C:13]2[CH:18]=[CH:17][CH:16]=[CH:15][N:14]=2)[C:7]=1[NH2:8], predict the reactants needed to synthesize it. The reactants are: Cl[C:2]1[C:7]([NH2:8])=[C:6]([Cl:9])[N:5]=[C:4]([NH2:10])[N:3]=1.[NH2:11][CH2:12][C:13]1[CH:18]=[CH:17][CH:16]=[CH:15][N:14]=1.